This data is from Reaction yield outcomes from USPTO patents with 853,638 reactions. The task is: Predict the reaction yield, written as a fraction of the theoretical maximum amount of product (1.0 means a 100% yield; for example, 0.34 means a 34% yield). The reactants are C([O:5][C:6](=[O:22])[CH2:7][C:8](=[O:21])[CH2:9][CH:10](O)[CH2:11][CH2:12][C:13]1[CH:18]=[CH:17][C:16]([F:19])=[CH:15][CH:14]=1)(C)(C)C.C(O)(C(F)(F)F)=O. The catalyst is C(Cl)Cl. The product is [F:19][C:16]1[CH:15]=[CH:14][C:13]([CH2:12][CH2:11][CH:10]2[O:22][C:6](=[O:5])[CH2:7][C:8](=[O:21])[CH2:9]2)=[CH:18][CH:17]=1. The yield is 0.660.